From a dataset of Catalyst prediction with 721,799 reactions and 888 catalyst types from USPTO. Predict which catalyst facilitates the given reaction. (1) Reactant: [CH2:1]([O:3][C:4]1[C:13]2[C:8](=[CH:9][CH:10]=[C:11]([CH:14]=O)[CH:12]=2)[N:7]=[CH:6][N:5]=1)[CH3:2].[F:16][C:17]1[CH:18]=[C:19]([CH2:23][CH2:24][NH:25][C:26]2[S:27][CH2:28][C:29](=[O:31])[N:30]=2)[CH:20]=[CH:21][CH:22]=1.N1CCCCC1. Product: [CH2:1]([O:3][C:4]1[C:13]2[C:8](=[CH:9][CH:10]=[C:11](/[CH:14]=[C:28]3/[C:29](=[O:31])[N:30]=[C:26]([NH:25][CH2:24][CH2:23][C:19]4[CH:20]=[CH:21][CH:22]=[C:17]([F:16])[CH:18]=4)[S:27]/3)[CH:12]=2)[N:7]=[CH:6][N:5]=1)[CH3:2]. The catalyst class is: 8. (2) Reactant: [CH2:1]([O:3][C:4](=[O:23])[CH2:5][N:6]1[C:14]2[C:9](=[C:10]([O:15][Si](C(C)(C)C)(C)C)[CH:11]=[CH:12][CH:13]=2)[CH:8]=[CH:7]1)[CH3:2].[F-].C([N+](CCCC)(CCCC)CCCC)CCC. Product: [CH2:1]([O:3][C:4](=[O:23])[CH2:5][N:6]1[C:14]2[C:9](=[C:10]([OH:15])[CH:11]=[CH:12][CH:13]=2)[CH:8]=[CH:7]1)[CH3:2]. The catalyst class is: 1. (3) Reactant: C([N:8]1[CH2:13][CH2:12][O:11][CH:10]([C:14]([N:16]([CH3:18])[CH3:17])=[O:15])[CH2:9]1)C1C=CC=CC=1.C([O-])=O.[NH4+]. Product: [CH3:17][N:16]([CH3:18])[C:14]([CH:10]1[O:11][CH2:12][CH2:13][NH:8][CH2:9]1)=[O:15]. The catalyst class is: 50.